From a dataset of CYP3A4 inhibition data for predicting drug metabolism from PubChem BioAssay. Regression/Classification. Given a drug SMILES string, predict its absorption, distribution, metabolism, or excretion properties. Task type varies by dataset: regression for continuous measurements (e.g., permeability, clearance, half-life) or binary classification for categorical outcomes (e.g., BBB penetration, CYP inhibition). Dataset: cyp3a4_veith. (1) The result is 0 (non-inhibitor). The molecule is O=c1c(-c2ccc(Cl)cc2)nc2cnc(N3CCOCC3)nc2n1C[C@H]1CCCO1. (2) The molecule is Cc1ccc(NC(=O)Cc2ncc(C(F)(F)F)cc2Cl)cc1Cl. The result is 1 (inhibitor). (3) The compound is Cc1ccc(CN2C(=O)CCC2C(=O)NCc2cccnc2)cc1. The result is 1 (inhibitor). (4) The drug is Cc1cc(C)c2c(-n3cccc3)c(C(=O)NNS(=O)(=O)c3ccc(Cl)cc3)sc2n1. The result is 1 (inhibitor). (5) The molecule is O=c1[nH]c(=S)[nH]nc1Cc1ccccc1. The result is 0 (non-inhibitor). (6) The molecule is COc1ccc(Oc2ncc3nc(CCc4ccccc4)c(=O)n(CCC#N)c3n2)cc1. The result is 1 (inhibitor). (7) The compound is CC(C)CNc1cc(N2CCCC2)ccc1[N+](=O)[O-]. The result is 0 (non-inhibitor).